This data is from Reaction yield outcomes from USPTO patents with 853,638 reactions. The task is: Predict the reaction yield, written as a fraction of the theoretical maximum amount of product (1.0 means a 100% yield; for example, 0.34 means a 34% yield). (1) The reactants are [C:1]1(=[O:7])[CH2:6][CH2:5][CH2:4][CH:3]=[CH:2]1.[Al]([C:13]#[N:14])(CC)CC. The catalyst is C1(C)C=CC=CC=1. The product is [O:7]=[C:1]1[CH2:6][CH2:5][CH2:4][CH:3]([C:13]#[N:14])[CH2:2]1. The yield is 0.220. (2) The yield is 0.500. The reactants are C[O:2][C:3]([C:5]1[CH:9]=[C:8]([C:10]2[CH:11]=[C:12]3[C:16](=[CH:17][CH:18]=2)[N:15]([S:19]([C:22]2[CH:27]=[CH:26][CH:25]=[CH:24][CH:23]=2)(=[O:21])=[O:20])[C:14]([C:28]2[C:33]([F:34])=[CH:32][CH:31]=[CH:30][C:29]=2[F:35])=[CH:13]3)[N:7]([CH3:36])[N:6]=1)=[O:4].[OH-].[Li+]. The product is [C:22]1([S:19]([N:15]2[C:16]3[C:12](=[CH:11][C:10]([C:8]4[N:7]([CH3:36])[N:6]=[C:5]([C:3]([OH:4])=[O:2])[CH:9]=4)=[CH:18][CH:17]=3)[CH:13]=[C:14]2[C:28]2[C:33]([F:34])=[CH:32][CH:31]=[CH:30][C:29]=2[F:35])(=[O:20])=[O:21])[CH:27]=[CH:26][CH:25]=[CH:24][CH:23]=1. The catalyst is C1COCC1.CO.O. (3) The reactants are [F:1][C:2]1[C:32]([F:33])=[CH:31][CH:30]=[CH:29][C:3]=1[CH2:4][NH:5][C:6]1[CH:11]=[C:10]([NH:12][C:13]2[CH:18]=[CH:17][C:16]([N:19]3[CH2:24][CH2:23][NH:22][CH2:21][CH2:20]3)=[CH:15][CH:14]=2)[N:9]=[CH:8][C:7]=1[CH2:25][C:26]([NH2:28])=[O:27].Br.Br[CH2:36][CH2:37][N:38]([CH2:41][CH3:42])[CH2:39][CH3:40].C(=O)([O-])[O-].[K+].[K+].C(N(CC)C=O)C. No catalyst specified. The product is [CH2:37]([N:38]([CH2:41][CH3:42])[CH2:39][CH2:40][N:22]1[CH2:21][CH2:20][N:19]([C:16]2[CH:17]=[CH:18][C:13]([NH:12][C:10]3[N:9]=[CH:8][C:7]([CH2:25][C:26]([NH2:28])=[O:27])=[C:6]([NH:5][CH2:4][C:3]4[CH:29]=[CH:30][CH:31]=[C:32]([F:33])[C:2]=4[F:1])[CH:11]=3)=[CH:14][CH:15]=2)[CH2:24][CH2:23]1)[CH3:36]. The yield is 0.600. (4) The reactants are [Cl:1][C:2]1[CH:11]=[CH:10][C:5]([C:6]([NH:8][NH2:9])=[O:7])=[CH:4][N:3]=1.[CH3:12][O:13][CH2:14][C:15](Cl)=[O:16]. No catalyst specified. The product is [Cl:1][C:2]1[CH:11]=[CH:10][C:5]([C:6]([N:8]([C:15](=[O:16])[CH2:14][O:13][CH3:12])[NH2:9])=[O:7])=[CH:4][N:3]=1. The yield is 0.900. (5) The reactants are Br[C:2]1[CH:7]=[CH:6][C:5](/[CH:8]=[CH:9]/[C:10]2[NH:11][CH:12]=[C:13]([C:15]3[CH:20]=[CH:19][C:18]([Cl:21])=[CH:17][C:16]=3[Cl:22])[N:14]=2)=[CH:4][CH:3]=1.[CH3:23][O:24][C:25]1[CH:30]=[CH:29][C:28](B(O)O)=[CH:27][CH:26]=1. No catalyst specified. The product is [Cl:22][C:16]1[CH:17]=[C:18]([Cl:21])[CH:19]=[CH:20][C:15]=1[C:13]1[N:14]=[C:10](/[CH:9]=[CH:8]/[C:5]2[CH:6]=[CH:7][C:2]([C:28]3[CH:29]=[CH:30][C:25]([O:24][CH3:23])=[CH:26][CH:27]=3)=[CH:3][CH:4]=2)[NH:11][CH:12]=1. The yield is 0.720. (6) The reactants are [Br:1][C:2]1[CH:13]=[CH:12][C:5]2[O:6][CH2:7][CH2:8][CH2:9][C:10](=[O:11])[C:4]=2[CH:3]=1.[C:14](=O)([O:17]C)[O:15][CH3:16].[H-].[Na+]. No catalyst specified. The product is [Br:1][C:2]1[CH:13]=[CH:12][C:5]2[O:6][CH2:7][CH2:8][CH:9]([C:14]([O:15][CH3:16])=[O:17])[C:10](=[O:11])[C:4]=2[CH:3]=1. The yield is 0.500. (7) The reactants are [OH:1][C:2]1[CH:3]=[C:4]([CH:9]=[CH:10][C:11]=1[C:12]1[NH:13][CH:14]=[CH:15][N:16]=1)[C:5]([O:7][CH3:8])=[O:6].Br[CH2:18][CH2:19]Br.C(=O)([O-])[O-].[Cs+].[Cs+]. The catalyst is CN(C=O)C. The product is [N:16]1[CH:15]=[CH:14][N:13]2[C:12]=1[C:11]1[CH:10]=[CH:9][C:4]([C:5]([O:7][CH3:8])=[O:6])=[CH:3][C:2]=1[O:1][CH2:19][CH2:18]2. The yield is 0.800.